From a dataset of Full USPTO retrosynthesis dataset with 1.9M reactions from patents (1976-2016). Predict the reactants needed to synthesize the given product. (1) Given the product [ClH:26].[C:1]1([C:16]2[CH:21]=[CH:20][CH:19]=[CH:18][CH:17]=2)[CH:6]=[CH:5][C:4]([C:7]2([C:12]([O:14][CH3:15])=[O:13])[CH2:9][CH:8]2[CH2:10][NH:23][CH3:22])=[CH:3][CH:2]=1, predict the reactants needed to synthesize it. The reactants are: [C:1]1([C:16]2[CH:21]=[CH:20][CH:19]=[CH:18][CH:17]=2)[CH:6]=[CH:5][C:4]([C:7]2([C:12]([O:14][CH3:15])=[O:13])[CH2:9][CH:8]2[CH:10]=O)=[CH:3][CH:2]=1.[CH3:22][NH2:23].[BH4-].[Na+].[ClH:26]. (2) The reactants are: [Cl:1][C:2]1[CH:3]=[C:4]([CH2:8][C:9](Cl)=[O:10])[CH:5]=[CH:6][CH:7]=1.[NH2:12][C:13]1[S:14][C:15]2[CH:21]=[C:20]([O:22][C:23]([F:26])([F:25])[F:24])[CH:19]=[CH:18][C:16]=2[N:17]=1. Given the product [F:26][C:23]([F:24])([F:25])[O:22][C:20]1[CH:19]=[CH:18][C:16]2[N:17]=[C:13]([NH:12][C:9](=[O:10])[CH2:8][C:4]3[CH:5]=[CH:6][CH:7]=[C:2]([Cl:1])[CH:3]=3)[S:14][C:15]=2[CH:21]=1, predict the reactants needed to synthesize it. (3) Given the product [Br:1][C:2]1[CH:3]=[C:4]2[C:9]([C:13]3[N:14]([CH2:18][CH3:19])[N:15]=[CH:16][CH:17]=3)=[CH:10][NH:8][C:5]2=[N:6][CH:7]=1, predict the reactants needed to synthesize it. The reactants are: [Br:1][C:2]1[CH:3]=[C:4]([C:9]([C:13]2[N:14]([CH2:18][CH3:19])[N:15]=[CH:16][CH:17]=2)=[CH:10]OC)[C:5]([NH2:8])=[N:6][CH:7]=1.Cl. (4) Given the product [CH3:2][O:1][C:10]1[CH:9]=[CH:8][CH:7]=[CH:6][C:5]=1[N:25]1[CH2:26][CH2:27][N:22]([CH2:18][CH2:17][CH2:16][CH2:14][NH2:15])[CH2:23][CH2:24]1, predict the reactants needed to synthesize it. The reactants are: [O:1]1[C:10]2[C:5](=[CH:6][CH:7]=[CH:8][CH:9]=2)C=C(C(O)=O)[CH2:2]1.[C:14]([C:16]1[CH:17]=[C:18]([N:22]2[CH2:27][CH2:26][NH:25][CH2:24][CH2:23]2)C=CC=1)#[N:15]. (5) Given the product [CH2:23]([O:26][C:27]([C:2]1[C:3]2[CH:10]=[CH:9][N:8]([C:11]3[CH:16]=[CH:15][C:14]([F:17])=[CH:13][CH:12]=3)[C:4]=2[CH:5]=[N:6][CH:7]=1)=[O:29])[CH3:24], predict the reactants needed to synthesize it. The reactants are: Br[C:2]1[CH:7]=[N:6][CH:5]=[C:4]2[N:8]([C:11]3[CH:16]=[CH:15][C:14]([F:17])=[CH:13][CH:12]=3)[CH:9]=[CH:10][C:3]=12.CCN([CH2:23][CH3:24])CC.[C]=[O:26].[CH2:27]([OH:29])C. (6) Given the product [C:22]([O:25][C:26]([N:4]1[C:5]2[C:10](=[CH:9][CH:8]=[C:7]([C:11]([OH:13])=[O:12])[CH:6]=2)[C:2]([Br:1])=[N:3]1)=[O:27])([CH3:24])([CH3:23])[CH3:21], predict the reactants needed to synthesize it. The reactants are: [Br:1][C:2]1[C:10]2[C:5](=[CH:6][C:7]([C:11]([OH:13])=[O:12])=[CH:8][CH:9]=2)[NH:4][N:3]=1.C(N(CC)CC)C.[CH3:21][C:22]([O:25][C:26](O[C:26]([O:25][C:22]([CH3:24])([CH3:23])[CH3:21])=[O:27])=[O:27])([CH3:24])[CH3:23].